Dataset: Full USPTO retrosynthesis dataset with 1.9M reactions from patents (1976-2016). Task: Predict the reactants needed to synthesize the given product. Given the product [NH4+:10].[OH-:12].[NH4+:36].[OH-:26].[CH3:41][OH:43].[CH:2]([C@:5]1([C:11]([N:13]2[CH2:14][CH:15]=[C:16]([C:19]3[CH:20]=[CH:21][CH:22]=[CH:23][CH:24]=3)[CH2:17][CH2:18]2)=[O:12])[CH2:9][CH2:8][C@@H:7]([NH:10][CH:32]2[CH2:31][CH2:30][O:29][CH2:28][CH2:27]2)[CH2:6]1)([CH3:4])[CH3:3], predict the reactants needed to synthesize it. The reactants are: Cl.[CH:2]([C@:5]1([C:11]([N:13]2[CH2:18][CH:17]=[C:16]([C:19]3[CH:24]=[CH:23][CH:22]=[CH:21][CH:20]=3)[CH2:15][CH2:14]2)=[O:12])[CH2:9][CH2:8][C@@H:7]([NH2:10])[CH2:6]1)([CH3:4])[CH3:3].C[O:26][CH:27]1[C:32](=O)[CH2:31][CH2:30][O:29][CH2:28]1.C([N:36](CC)CC)C.[C:41](O[BH-](OC(=O)C)OC(=O)C)(=[O:43])C.[Na+].C([O-])(O)=O.[Na+].